Dataset: Full USPTO retrosynthesis dataset with 1.9M reactions from patents (1976-2016). Task: Predict the reactants needed to synthesize the given product. (1) Given the product [CH2:3]([N:5]1[CH2:9][CH2:8][C@@H:7]([CH2:10][C:11]2[CH:16]=[C:15]([F:17])[CH:14]=[CH:13][C:12]=2[S:18]([NH:21][C:22]2[C:31]([C:32]([OH:34])=[O:33])=[C:30]3[C:25]([CH:26]4[CH2:36][CH:27]4[CH2:28][O:29]3)=[CH:24][CH:23]=2)(=[O:19])=[O:20])[CH2:6]1)[CH3:4], predict the reactants needed to synthesize it. The reactants are: [OH-].[Li+].[CH2:3]([N:5]1[CH2:9][CH2:8][C@@H:7]([CH2:10][C:11]2[CH:16]=[C:15]([F:17])[CH:14]=[CH:13][C:12]=2[S:18]([NH:21][C:22]2[C:31]([C:32]([O:34]C)=[O:33])=[C:30]3[C:25]([CH:26]4[CH2:36][CH:27]4[CH2:28][O:29]3)=[CH:24][CH:23]=2)(=[O:20])=[O:19])[CH2:6]1)[CH3:4]. (2) Given the product [NH:1]1[C:5]2=[N:6][CH:7]=[CH:8][CH:9]=[C:4]2[CH:3]=[C:2]1[C:10]1[N:11]([N:50]([CH:53]2[CH2:54][CH2:55]2)[CH2:51][CH:52]=[O:35])[CH:12]=[CH:13][CH:14]=1, predict the reactants needed to synthesize it. The reactants are: [NH:1]1[C:5]2=[N:6][CH:7]=[CH:8][CH:9]=[C:4]2[CH:3]=[C:2]1[C:10]1[N:11](CC(O)=O)[CH:12]=[CH:13][CH:14]=1.F[P-](F)(F)(F)(F)F.N1([O:35]C(N(C)C)=[N+](C)C)C2C=CC=CC=2N=N1.C1(N)CC1.C([N:50]([CH:53]([CH3:55])[CH3:54])[CH2:51][CH3:52])(C)C. (3) The reactants are: Br[C:2]1[CH:3]=[N:4][C:5]([NH:8][C:9]2[CH:14]=[CH:13][C:12]([N:15]3[CH2:20][CH2:19][CH:18]([N:21]4[CH2:26][CH2:25][N:24]([CH3:27])[CH2:23][CH2:22]4)[CH2:17][CH2:16]3)=[C:11]([O:28][CH3:29])[CH:10]=2)=[N:6][CH:7]=1.[C:30]([C:32]1[CH:37]=[C:36]([O:38][CH3:39])[CH:35]=[C:34]([O:40][CH3:41])[CH:33]=1)#[CH:31].CN(C)C=O.C(N(CC)CC)C. Given the product [CH3:41][O:40][C:34]1[CH:33]=[C:32]([C:30]#[C:31][C:2]2[CH:3]=[N:4][C:5]([NH:8][C:9]3[CH:14]=[CH:13][C:12]([N:15]4[CH2:20][CH2:19][CH:18]([N:21]5[CH2:26][CH2:25][N:24]([CH3:27])[CH2:23][CH2:22]5)[CH2:17][CH2:16]4)=[C:11]([O:28][CH3:29])[CH:10]=3)=[N:6][CH:7]=2)[CH:37]=[C:36]([O:38][CH3:39])[CH:35]=1, predict the reactants needed to synthesize it. (4) Given the product [C:20]([O:19][C:17]([CH2:16][O:1][C:2]1[CH:3]=[CH:4][C:5]([C:8]([CH3:14])([OH:13])[C:9]([O:11][CH3:12])=[O:10])=[CH:6][CH:7]=1)=[O:18])([CH3:23])([CH3:22])[CH3:21], predict the reactants needed to synthesize it. The reactants are: [OH:1][C:2]1[CH:7]=[CH:6][C:5]([C:8]([CH3:14])([OH:13])[C:9]([O:11][CH3:12])=[O:10])=[CH:4][CH:3]=1.Br[CH2:16][C:17]([O:19][C:20]([CH3:23])([CH3:22])[CH3:21])=[O:18].C(=O)([O-])[O-].[K+].[K+]. (5) Given the product [NH2:14][C:4]1[N:5]=[C:6]([Cl:13])[C:7]([NH2:8])=[C:2]([Cl:1])[N:3]=1, predict the reactants needed to synthesize it. The reactants are: [Cl:1][C:2]1[C:7]([N:8]=CN(C)C)=[C:6]([Cl:13])[N:5]=[C:4]([N:14]=CN(C)C)[N:3]=1.P(=O)(O)(O)O. (6) The reactants are: [F-].C([N+](CCCC)(CCCC)CCCC)CCC.O1CCCC1.[ClH:24].[CH3:25][O:26][CH2:27][CH2:28][O:29][C:30]1[CH:31]=[C:32]2[C:37](=[CH:38][C:39]=1[O:40][CH2:41][CH2:42][O:43][CH3:44])[N:36]=[CH:35][N:34]=[C:33]2[NH:45][C:46]1[CH:47]=[C:48]([C:52]#[C:53][C:54]([CH3:57])([OH:56])[CH3:55])[CH:49]=[CH:50][CH:51]=1. Given the product [Cl:24][C:33]1[C:32]2[C:37](=[CH:38][C:39]([O:40][CH2:41][CH2:42][O:43][CH3:44])=[C:30]([O:29][CH2:28][CH2:27][O:26][CH3:25])[CH:31]=2)[N:36]=[CH:35][N:34]=1.[NH2:45][C:46]1[CH:47]=[C:48]([C:52]#[C:53][C:54]([CH3:57])([OH:56])[CH3:55])[CH:49]=[CH:50][CH:51]=1, predict the reactants needed to synthesize it. (7) Given the product [O:11]1[CH:15]=[CH:14][C:13]([C:2]2[CH:3]=[CH:4][C:5]([C:8](=[O:10])[CH3:9])=[N:6][CH:7]=2)=[CH:12]1, predict the reactants needed to synthesize it. The reactants are: Br[C:2]1[CH:3]=[CH:4][C:5]([C:8](=[O:10])[CH3:9])=[N:6][CH:7]=1.[O:11]1[CH:15]=[CH:14][C:13](B(O)O)=[CH:12]1.C([O-])([O-])=O.[Na+].[Na+]. (8) The reactants are: [CH3:1][C:2]([CH3:25])([CH3:24])[C:3]([NH:5][C:6]1[C:15]([C:16]([O:18][CH3:19])=[O:17])=[C:14]2[C:9]([CH:10]3[C:20](Br)(Br)[CH:11]3[CH2:12][O:13]2)=[CH:8][C:7]=1[F:23])=[O:4].[Cl-].[NH4+]. Given the product [CH3:1][C:2]([CH3:25])([CH3:24])[C:3]([NH:5][C:6]1[C:15]([C:16]([O:18][CH3:19])=[O:17])=[C:14]2[C:9]([CH:10]3[CH2:20][CH:11]3[CH2:12][O:13]2)=[CH:8][C:7]=1[F:23])=[O:4], predict the reactants needed to synthesize it.